From a dataset of Reaction yield outcomes from USPTO patents with 853,638 reactions. Predict the reaction yield, written as a fraction of the theoretical maximum amount of product (1.0 means a 100% yield; for example, 0.34 means a 34% yield). (1) The reactants are Cl.[F:2][C:3]1[CH:4]=[N:5][C:6]([C@@H:9]([NH2:11])[CH3:10])=[N:7][CH:8]=1.[Br:12][C:13]1[C:14]([NH:20][C:21]2[CH:25]=[C:24]([CH3:26])[NH:23][N:22]=2)=[N:15][C:16](Cl)=[N:17][CH:18]=1.CCN(C(C)C)C(C)C. The yield is 0.470. The product is [Br:12][C:13]1[C:14]([NH:20][C:21]2[CH:25]=[C:24]([CH3:26])[NH:23][N:22]=2)=[N:15][C:16]([NH:11][C@H:9]([C:6]2[N:7]=[CH:8][C:3]([F:2])=[CH:4][N:5]=2)[CH3:10])=[N:17][CH:18]=1. The catalyst is CCCCO. (2) The reactants are C([O:3][C:4]([C@@H:6]1[CH2:8][C@H:7]1[CH:9]1[CH2:14][CH2:13][CH2:12][CH2:11][CH2:10]1)=[O:5])C.[OH-].[Na+]. The product is [CH:9]1([C@@H:7]2[CH2:8][C@H:6]2[C:4]([OH:5])=[O:3])[CH2:14][CH2:13][CH2:12][CH2:11][CH2:10]1. The yield is 0.740. The catalyst is CO.